From a dataset of NCI-60 drug combinations with 297,098 pairs across 59 cell lines. Regression. Given two drug SMILES strings and cell line genomic features, predict the synergy score measuring deviation from expected non-interaction effect. (1) Drug 1: C1=CC(=C2C(=C1NCCNCCO)C(=O)C3=C(C=CC(=C3C2=O)O)O)NCCNCCO. Drug 2: CC1=C(C(CCC1)(C)C)C=CC(=CC=CC(=CC(=O)O)C)C. Cell line: HOP-92. Synergy scores: CSS=36.4, Synergy_ZIP=-0.229, Synergy_Bliss=0.0473, Synergy_Loewe=-10.9, Synergy_HSA=3.71. (2) Drug 1: CC1=C(C(CCC1)(C)C)C=CC(=CC=CC(=CC(=O)O)C)C. Drug 2: CCCCCOC(=O)NC1=NC(=O)N(C=C1F)C2C(C(C(O2)C)O)O. Cell line: NCI-H322M. Synergy scores: CSS=-7.37, Synergy_ZIP=1.71, Synergy_Bliss=-1.66, Synergy_Loewe=-4.97, Synergy_HSA=-4.75.